From a dataset of Forward reaction prediction with 1.9M reactions from USPTO patents (1976-2016). Predict the product of the given reaction. (1) Given the reactants [CH3:1][O:2][CH2:3][C@@:4]1([C:28]2[CH:33]=[CH:32][CH:31]=[CH:30][CH:29]=2)[O:9][C:8](=[O:10])[N:7]([C@H:11]([C:13]2[CH:18]=[CH:17][C:16](B3OC(C)(C)C(C)(C)O3)=[CH:15][CH:14]=2)[CH3:12])[CH2:6][CH2:5]1.Br[C:35]1[CH:36]=[CH:37][C:38](=[O:42])[N:39]([CH3:41])[CH:40]=1, predict the reaction product. The product is: [CH3:1][O:2][CH2:3][C@@:4]1([C:28]2[CH:33]=[CH:32][CH:31]=[CH:30][CH:29]=2)[O:9][C:8](=[O:10])[N:7]([C@H:11]([C:13]2[CH:18]=[CH:17][C:16]([C:35]3[CH:36]=[CH:37][C:38](=[O:42])[N:39]([CH3:41])[CH:40]=3)=[CH:15][CH:14]=2)[CH3:12])[CH2:6][CH2:5]1. (2) Given the reactants [S:1]1[CH:5]=[CH:4][N:3]=[C:2]1[C:6]1[CH:11]=[CH:10][C:9]([N:12]2[CH2:17][CH2:16][O:15][CH2:14][CH2:13]2)=[CH:8][CH:7]=1.S(=O)(=O)(O)O.[N+:23]([O-])([OH:25])=[O:24], predict the reaction product. The product is: [N+:23]([C:5]1[S:1][C:2]([C:6]2[CH:7]=[CH:8][C:9]([N:12]3[CH2:17][CH2:16][O:15][CH2:14][CH2:13]3)=[CH:10][CH:11]=2)=[N:3][CH:4]=1)([O-:25])=[O:24]. (3) Given the reactants [C:1]([C:3]1[CH:8]=[CH:7][C:6]([C:9]2[CH:14]=[CH:13][C:12]([C:15]([OH:17])=O)=[CH:11][CH:10]=2)=[CH:5][CH:4]=1)#[N:2].[CH3:18][C:19]1([CH3:32])[O:31][C:23]2=[C:24]([CH3:30])[N:25]=[CH:26][C:27]([CH2:28][NH2:29])=[C:22]2[CH2:21][O:20]1.C(Cl)CCl.O.ON1C2C=CC=CC=2N=N1, predict the reaction product. The product is: [CH3:18][C:19]1([CH3:32])[O:31][C:23]2=[C:24]([CH3:30])[N:25]=[CH:26][C:27]([CH2:28][NH:29][C:15]([C:12]3[CH:11]=[CH:10][C:9]([C:6]4[CH:5]=[CH:4][C:3]([C:1]#[N:2])=[CH:8][CH:7]=4)=[CH:14][CH:13]=3)=[O:17])=[C:22]2[CH2:21][O:20]1.